From a dataset of NCI-60 drug combinations with 297,098 pairs across 59 cell lines. Regression. Given two drug SMILES strings and cell line genomic features, predict the synergy score measuring deviation from expected non-interaction effect. (1) Drug 1: CC1=C2C(C(=O)C3(C(CC4C(C3C(C(C2(C)C)(CC1OC(=O)C(C(C5=CC=CC=C5)NC(=O)C6=CC=CC=C6)O)O)OC(=O)C7=CC=CC=C7)(CO4)OC(=O)C)O)C)OC(=O)C. Drug 2: B(C(CC(C)C)NC(=O)C(CC1=CC=CC=C1)NC(=O)C2=NC=CN=C2)(O)O. Cell line: SNB-19. Synergy scores: CSS=59.5, Synergy_ZIP=-1.55, Synergy_Bliss=-2.89, Synergy_Loewe=-7.62, Synergy_HSA=-1.80. (2) Drug 1: CC1OCC2C(O1)C(C(C(O2)OC3C4COC(=O)C4C(C5=CC6=C(C=C35)OCO6)C7=CC(=C(C(=C7)OC)O)OC)O)O. Drug 2: C(CN)CNCCSP(=O)(O)O. Cell line: U251. Synergy scores: CSS=43.8, Synergy_ZIP=-2.64, Synergy_Bliss=-4.64, Synergy_Loewe=-49.9, Synergy_HSA=-4.43. (3) Drug 1: C1CCC(CC1)NC(=O)N(CCCl)N=O. Drug 2: CNC(=O)C1=NC=CC(=C1)OC2=CC=C(C=C2)NC(=O)NC3=CC(=C(C=C3)Cl)C(F)(F)F. Cell line: HCT-15. Synergy scores: CSS=51.3, Synergy_ZIP=-2.16, Synergy_Bliss=5.02, Synergy_Loewe=1.56, Synergy_HSA=6.60. (4) Drug 1: CC(C)CN1C=NC2=C1C3=CC=CC=C3N=C2N. Drug 2: CC1C(C(CC(O1)OC2CC(CC3=C2C(=C4C(=C3O)C(=O)C5=C(C4=O)C(=CC=C5)OC)O)(C(=O)CO)O)N)O.Cl. Cell line: HS 578T. Synergy scores: CSS=35.0, Synergy_ZIP=-4.19, Synergy_Bliss=-6.46, Synergy_Loewe=-3.64, Synergy_HSA=-2.95. (5) Drug 1: CC(C1=C(C=CC(=C1Cl)F)Cl)OC2=C(N=CC(=C2)C3=CN(N=C3)C4CCNCC4)N. Drug 2: COCCOC1=C(C=C2C(=C1)C(=NC=N2)NC3=CC=CC(=C3)C#C)OCCOC.Cl. Cell line: IGROV1. Synergy scores: CSS=40.2, Synergy_ZIP=21.2, Synergy_Bliss=22.1, Synergy_Loewe=17.9, Synergy_HSA=22.5. (6) Drug 1: CCCCCOC(=O)NC1=NC(=O)N(C=C1F)C2C(C(C(O2)C)O)O. Drug 2: CC(C)NC(=O)C1=CC=C(C=C1)CNNC.Cl. Synergy scores: CSS=-0.404, Synergy_ZIP=1.01, Synergy_Bliss=1.77, Synergy_Loewe=-0.0392, Synergy_HSA=0.136. Cell line: UACC62. (7) Drug 1: CC1C(C(CC(O1)OC2CC(OC(C2O)C)OC3=CC4=CC5=C(C(=O)C(C(C5)C(C(=O)C(C(C)O)O)OC)OC6CC(C(C(O6)C)O)OC7CC(C(C(O7)C)O)OC8CC(C(C(O8)C)O)(C)O)C(=C4C(=C3C)O)O)O)O. Drug 2: CC1C(C(CC(O1)OC2CC(CC3=C2C(=C4C(=C3O)C(=O)C5=C(C4=O)C(=CC=C5)OC)O)(C(=O)CO)O)N)O.Cl. Cell line: SK-OV-3. Synergy scores: CSS=26.3, Synergy_ZIP=2.27, Synergy_Bliss=4.57, Synergy_Loewe=1.63, Synergy_HSA=5.31. (8) Drug 1: CCC1=CC2CC(C3=C(CN(C2)C1)C4=CC=CC=C4N3)(C5=C(C=C6C(=C5)C78CCN9C7C(C=CC9)(C(C(C8N6C)(C(=O)OC)O)OC(=O)C)CC)OC)C(=O)OC.C(C(C(=O)O)O)(C(=O)O)O. Drug 2: CN1C2=C(C=C(C=C2)N(CCCl)CCCl)N=C1CCCC(=O)O.Cl. Cell line: MOLT-4. Synergy scores: CSS=76.6, Synergy_ZIP=5.30, Synergy_Bliss=7.29, Synergy_Loewe=-3.66, Synergy_HSA=9.14. (9) Drug 1: CC(C1=C(C=CC(=C1Cl)F)Cl)OC2=C(N=CC(=C2)C3=CN(N=C3)C4CCNCC4)N. Drug 2: CC1=C2C(C(=O)C3(C(CC4C(C3C(C(C2(C)C)(CC1OC(=O)C(C(C5=CC=CC=C5)NC(=O)OC(C)(C)C)O)O)OC(=O)C6=CC=CC=C6)(CO4)OC(=O)C)OC)C)OC. Cell line: MCF7. Synergy scores: CSS=35.6, Synergy_ZIP=0.351, Synergy_Bliss=-0.322, Synergy_Loewe=-9.94, Synergy_HSA=1.49.